Dataset: Full USPTO retrosynthesis dataset with 1.9M reactions from patents (1976-2016). Task: Predict the reactants needed to synthesize the given product. (1) Given the product [Cl:1][C:2]1[CH:21]=[CH:20][C:5]([NH:6][C:7]2[C:16]3[C:11](=[CH:12][C:13]([O:19][CH2:25][CH2:26][O:27][C:28]4[CH:33]=[CH:32][CH:31]=[CH:30][N:29]=4)=[C:14]([O:17][CH3:18])[CH:15]=3)[N:10]=[CH:9][N:8]=2)=[C:4]([F:22])[CH:3]=1, predict the reactants needed to synthesize it. The reactants are: [Cl:1][C:2]1[CH:21]=[CH:20][C:5]([NH:6][C:7]2[C:16]3[C:11](=[CH:12][C:13]([OH:19])=[C:14]([O:17][CH3:18])[CH:15]=3)[N:10]=[CH:9][N:8]=2)=[C:4]([F:22])[CH:3]=1.Cl.Cl[CH2:25][CH2:26][O:27][C:28]1[CH:33]=[CH:32][CH:31]=[CH:30][N:29]=1.C(=O)([O-])[O-].[K+].[K+]. (2) Given the product [C:10]([O:9][CH2:8][C@H:7]1[O:6][C@@H:5]([N:29]2[CH:36]=[CH:35][C:33](=[O:34])[NH:32][C:30]2=[O:31])[CH2:4][C@@H:3]1[CH:1]=[O:40])([C:11]1[CH:12]=[CH:13][CH:14]=[CH:15][CH:16]=1)([C:23]1[CH:28]=[CH:27][CH:26]=[CH:25][CH:24]=1)[C:17]1[CH:22]=[CH:21][CH:20]=[CH:19][CH:18]=1, predict the reactants needed to synthesize it. The reactants are: [C:1]([C@@H:3]1[C@@H:7]([CH2:8][O:9][C:10]([C:23]2[CH:28]=[CH:27][CH:26]=[CH:25][CH:24]=2)([C:17]2[CH:22]=[CH:21][CH:20]=[CH:19][CH:18]=2)[C:11]2[CH:16]=[CH:15][CH:14]=[CH:13][CH:12]=2)[O:6][C@@H:5]([N:29]2[CH:36]=[CH:35][C:33](=[O:34])[NH:32][C:30]2=[O:31])[CH2:4]1)#N.[C@@H]1(N2C=C(C)C(=O)NC2=O)O[C@H](CO)[C@@H]([OH:40])C1.CC(C[AlH]CC(C)C)C. (3) The reactants are: C[O:2][C:3]([C:5]1[CH:10]=[CH:9][C:8]([NH:11][C:12](=[O:19])[C:13]2[CH:18]=[CH:17][CH:16]=[CH:15][CH:14]=2)=[CH:7][C:6]=1[NH:20][C:21](=[O:35])[CH2:22][CH:23]([C:25]1[CH:34]=[CH:33][C:32]2[C:27](=[CH:28][CH:29]=[CH:30][CH:31]=2)[CH:26]=1)[CH3:24])=[O:4].[OH-].[Na+]. Given the product [C:3]([C:5]1[CH:10]=[CH:9][C:8]([NH:11][C:12](=[O:19])[C:13]2[CH:14]=[CH:15][CH:16]=[CH:17][CH:18]=2)=[CH:7][C:6]=1[NH:20][C:21](=[O:35])[CH2:22][CH:23]([C:25]1[CH:34]=[CH:33][C:32]2[C:27](=[CH:28][CH:29]=[CH:30][CH:31]=2)[CH:26]=1)[CH3:24])([OH:4])=[O:2], predict the reactants needed to synthesize it. (4) Given the product [OH:30][NH:29][C:1]([C:3]1[CH:27]=[CH:26][C:6]2[C:7]3[CH:13]=[C:12]([S:14]([NH:17][C@H:18]([CH:23]([CH3:24])[CH3:25])[C:19]([O:21][CH3:22])=[O:20])(=[O:15])=[O:16])[CH:11]=[CH:10][C:8]=3[O:9][C:5]=2[CH:4]=1)=[NH:2], predict the reactants needed to synthesize it. The reactants are: [C:1]([C:3]1[CH:27]=[CH:26][C:6]2[C:7]3[CH:13]=[C:12]([S:14]([NH:17][C@H:18]([CH:23]([CH3:25])[CH3:24])[C:19]([O:21][CH3:22])=[O:20])(=[O:16])=[O:15])[CH:11]=[CH:10][C:8]=3[O:9][C:5]=2[CH:4]=1)#[N:2].Cl.[NH2:29][OH:30].C(N(CC)CC)C. (5) Given the product [Br:7][C:5]1[CH:6]=[C:2]([C:14]2[CH:15]=[CH:16][C:11]([CH:8]([CH3:10])[CH3:9])=[CH:12][CH:13]=2)[S:3][CH:4]=1, predict the reactants needed to synthesize it. The reactants are: Br[C:2]1[S:3][CH:4]=[C:5]([Br:7])[CH:6]=1.[CH:8]([C:11]1[CH:16]=[CH:15][C:14](B(O)O)=[CH:13][CH:12]=1)([CH3:10])[CH3:9].C([O-])([O-])=O.[Na+].[Na+]. (6) Given the product [O:16]=[C:15]1[O:1][N:2]=[C:3]([C@H:5]2[CH2:6][CH2:7][C@H:8]([C:11]([O:13][CH3:14])=[O:12])[CH2:9][CH2:10]2)[NH:4]1, predict the reactants needed to synthesize it. The reactants are: [OH:1][N:2]=[C:3]([C@H:5]1[CH2:10][CH2:9][C@H:8]([C:11]([O:13][CH3:14])=[O:12])[CH2:7][CH2:6]1)[NH2:4].[C:15](N1C=CN=C1)(N1C=CN=C1)=[O:16].